Dataset: Forward reaction prediction with 1.9M reactions from USPTO patents (1976-2016). Task: Predict the product of the given reaction. Given the reactants [Cl:1][C:2]1[CH:3]=[CH:4][C:5]([C:9]2[N:13]([CH2:14][C:15]3[CH:20]=[CH:19][CH:18]=[C:17]([Cl:21])[CH:16]=3)[C:12]3[CH:22]=[C:23]([F:27])[C:24]([F:26])=[CH:25][C:11]=3[N:10]=2)=[C:6]([OH:8])[CH:7]=1.[CH3:28][O:29][C:30](=[O:39])[C:31]1[CH:36]=[CH:35][C:34]([CH2:37]Br)=[CH:33][CH:32]=1, predict the reaction product. The product is: [CH3:28][O:29][C:30](=[O:39])[C:31]1[CH:36]=[CH:35][C:34]([CH2:37][O:8][C:6]2[CH:7]=[C:2]([Cl:1])[CH:3]=[CH:4][C:5]=2[C:9]2[N:13]([CH2:14][C:15]3[CH:20]=[CH:19][CH:18]=[C:17]([Cl:21])[CH:16]=3)[C:12]3[CH:22]=[C:23]([F:27])[C:24]([F:26])=[CH:25][C:11]=3[N:10]=2)=[CH:33][CH:32]=1.